The task is: Regression. Given a target protein amino acid sequence and a drug SMILES string, predict the binding affinity score between them. We predict pKi (pKi = -log10(Ki in M); higher means stronger inhibition). Dataset: bindingdb_ki.. This data is from Drug-target binding data from BindingDB using Ki measurements. (1) The small molecule is COc1ccc2c(Oc3ccc(NC(=O)c4c(C)n(CC(C)(C)O)n(-c5ccccc5)c4=O)nc3)ccnc2c1. The target protein sequence is VHFNEVIGRGHFGCVYHGTLLDNDGKKIHCAVKSLNRITDIGEVSQFLTEGIIMKDFSHPNVLSLLGICLRSEGSPLVVLPYMKHGDLRNFIRNETHNPTVKDLIGFGLQVAKGMKYLASKKFVHRDLAARNCMLDEKFTVKVADFGLARHMYDKEYYSVHNKTGAKLPVKWMALESLQTQKFTTKSDVWSFGVVLWELMTRGAPPYPDVNTFDITVYLLQGRRLLQPEYCPDPLYEVMLKCWHPKAEMRPSFSELVSRISAIFSTFI. The pKi is 8.6. (2) The pKi is 6.3. The target protein sequence is MTTIKENEFLCDEEIYKSFVHLKDKICEERKKKELVNNNIDNVNFNDDDDNNYDDDGNSYSSYIKEMKKLLKVVLLKYKALKFGEFILKSKRKSNYFFSSGVLNNIVSSNIICFLLSELILKNKLSFDYLLGASYKGIPMVSLTSHFLFESKKYSNIFYLYDRKEKKEYGDKNVIVGNLDDDDKDILNLKKKTKNNQDEEKKNIIIIDDVFTCGTALTEILAKLKTYEHLKVVAFIVLLNRNEYEINENNQKIYFKDIFEKRVGIPLYSILSYKDDIQSMI. The small molecule is O=C(O)c1[nH]c(=O)[nH]c(=O)c1C[NH+]1CCCC1.